This data is from Reaction yield outcomes from USPTO patents with 853,638 reactions. The task is: Predict the reaction yield, written as a fraction of the theoretical maximum amount of product (1.0 means a 100% yield; for example, 0.34 means a 34% yield). (1) The reactants are Cl.[N:2]([C:5]([C:8]1[CH:13]=[CH:12][C:11]([O:14][CH2:15][C:16]2[CH:21]=[CH:20][C:19]([C:22]([F:25])([F:24])[F:23])=[CH:18][CH:17]=2)=[CH:10][CH:9]=1)([CH3:7])[CH3:6])=C=O. The catalyst is C(O)(=O)C. The product is [CH3:7][C:5]([NH2:2])([C:8]1[CH:9]=[CH:10][C:11]([O:14][CH2:15][C:16]2[CH:21]=[CH:20][C:19]([C:22]([F:25])([F:23])[F:24])=[CH:18][CH:17]=2)=[CH:12][CH:13]=1)[CH3:6]. The yield is 0.820. (2) The reactants are [F:1][C:2]1[CH:3]=[C:4]([OH:9])[CH:5]=[CH:6][C:7]=1[F:8].[H-].[Na+].[Br:12][C:13]1[CH:14]=[C:15]([N+]([O-])=O)[C:16]([C:19]#[N:20])=[N:17][CH:18]=1.[OH-].[Na+].C(=O)([O-])[OH:27].[Na+]. The catalyst is S(=O)(=O)(O)O.O.CN(C)C=O. The product is [F:1][C:2]1[CH:3]=[C:4]([CH:5]=[CH:6][C:7]=1[F:8])[O:9][C:15]1[C:16]([C:19]([NH2:20])=[O:27])=[N:17][CH:18]=[C:13]([Br:12])[CH:14]=1. The yield is 0.880. (3) The reactants are Br[CH2:2][C:3]([CH3:20])=[CH:4][CH2:5][C:6]1[C:14]([OH:15])=[C:13]2[C:9]([CH2:10][O:11][C:12]2=[O:16])=[C:8]([CH3:17])[C:7]=1[O:18][CH3:19].[P:21]([O:26]C)([O:24][CH3:25])[O:22][CH3:23]. No catalyst specified. The product is [CH3:23][O:22][P:21]([CH2:2][C:3]([CH3:20])=[CH:4][CH2:5][C:6]1[C:14]([OH:15])=[C:13]2[C:9](=[C:8]([CH3:17])[C:7]=1[O:18][CH3:19])[CH2:10][O:11][C:12]2=[O:16])(=[O:26])[O:24][CH3:25]. The yield is 0.600. (4) The reactants are [CH2:1]1[C:13]2[NH:12][C:11]3[C:6](=[CH:7][CH:8]=[CH:9][CH:10]=3)[C:5]=2[CH2:4][CH2:3][NH:2]1.C(Cl)Cl.[C:17]([O:21][C:22](O[C:22]([O:21][C:17]([CH3:20])([CH3:19])[CH3:18])=[O:23])=[O:23])([CH3:20])([CH3:19])[CH3:18].C(N(CC)C(C)C)(C)C. The catalyst is CCOC(C)=O. The product is [CH2:1]1[C:13]2[NH:12][C:11]3[C:6](=[CH:7][CH:8]=[CH:9][CH:10]=3)[C:5]=2[CH2:4][CH2:3][N:2]1[C:22]([O:21][C:17]([CH3:20])([CH3:19])[CH3:18])=[O:23]. The yield is 1.00. (5) The reactants are [Cl:1][C:2]1[C:3]([F:10])=[C:4]([C:6]([F:9])=[CH:7][CH:8]=1)[NH2:5].Br.Br[CH:13]([C:15]1[CH:16]=[C:17]([C:32]([N:34]([CH3:36])[CH3:35])=[O:33])[CH:18]=[C:19]2[C:24]=1[O:23][C:22]([N:25]1[CH2:30][CH2:29][O:28][CH2:27][CH2:26]1)=[CH:21][C:20]2=[O:31])[CH3:14]. No catalyst specified. The product is [Cl:1][C:2]1[C:3]([F:10])=[C:4]([NH:5][CH:13]([C:15]2[CH:16]=[C:17]([C:32]([N:34]([CH3:36])[CH3:35])=[O:33])[CH:18]=[C:19]3[C:24]=2[O:23][C:22]([N:25]2[CH2:30][CH2:29][O:28][CH2:27][CH2:26]2)=[CH:21][C:20]3=[O:31])[CH3:14])[C:6]([F:9])=[CH:7][CH:8]=1. The yield is 0.470. (6) The reactants are [F:1][C:2]1[CH:7]=[CH:6][C:5]([C:8]2[S:9][C:10]([CH:13]=[O:14])=[CH:11][N:12]=2)=[CH:4][CH:3]=1.[CH3:15][Mg]Br.CCOCC. The catalyst is C1COCC1. The product is [F:1][C:2]1[CH:3]=[CH:4][C:5]([C:8]2[S:9][C:10]([CH:13]([OH:14])[CH3:15])=[CH:11][N:12]=2)=[CH:6][CH:7]=1. The yield is 0.780.